This data is from NCI-60 drug combinations with 297,098 pairs across 59 cell lines. The task is: Regression. Given two drug SMILES strings and cell line genomic features, predict the synergy score measuring deviation from expected non-interaction effect. (1) Synergy scores: CSS=-8.30, Synergy_ZIP=4.90, Synergy_Bliss=2.51, Synergy_Loewe=-10.0, Synergy_HSA=-9.50. Drug 1: CC1=C(C=C(C=C1)C(=O)NC2=CC(=CC(=C2)C(F)(F)F)N3C=C(N=C3)C)NC4=NC=CC(=N4)C5=CN=CC=C5. Cell line: TK-10. Drug 2: CC1CCC2CC(C(=CC=CC=CC(CC(C(=O)C(C(C(=CC(C(=O)CC(OC(=O)C3CCCCN3C(=O)C(=O)C1(O2)O)C(C)CC4CCC(C(C4)OC)O)C)C)O)OC)C)C)C)OC. (2) Drug 1: CCCS(=O)(=O)NC1=C(C(=C(C=C1)F)C(=O)C2=CNC3=C2C=C(C=N3)C4=CC=C(C=C4)Cl)F. Drug 2: CC1=C(C=C(C=C1)C(=O)NC2=CC(=CC(=C2)C(F)(F)F)N3C=C(N=C3)C)NC4=NC=CC(=N4)C5=CN=CC=C5. Cell line: PC-3. Synergy scores: CSS=8.07, Synergy_ZIP=4.41, Synergy_Bliss=3.85, Synergy_Loewe=7.44, Synergy_HSA=1.76. (3) Drug 1: C1=CN(C=N1)CC(O)(P(=O)(O)O)P(=O)(O)O. Drug 2: CC(C)CN1C=NC2=C1C3=CC=CC=C3N=C2N. Cell line: MOLT-4. Synergy scores: CSS=8.97, Synergy_ZIP=-1.85, Synergy_Bliss=0.982, Synergy_Loewe=3.58, Synergy_HSA=1.01. (4) Drug 1: CCC1(C2=C(COC1=O)C(=O)N3CC4=CC5=C(C=CC(=C5CN(C)C)O)N=C4C3=C2)O. Drug 2: CCC1=C2N=C(C=C(N2N=C1)NCC3=C[N+](=CC=C3)[O-])N4CCCCC4CCO. Cell line: HCT116. Synergy scores: CSS=75.9, Synergy_ZIP=3.51, Synergy_Bliss=2.14, Synergy_Loewe=0.453, Synergy_HSA=6.51. (5) Cell line: RPMI-8226. Synergy scores: CSS=6.82, Synergy_ZIP=-1.10, Synergy_Bliss=3.55, Synergy_Loewe=2.47, Synergy_HSA=1.95. Drug 1: COC1=NC(=NC2=C1N=CN2C3C(C(C(O3)CO)O)O)N. Drug 2: CC1=C(C(=CC=C1)Cl)NC(=O)C2=CN=C(S2)NC3=CC(=NC(=N3)C)N4CCN(CC4)CCO. (6) Drug 1: CC1CCC2CC(C(=CC=CC=CC(CC(C(=O)C(C(C(=CC(C(=O)CC(OC(=O)C3CCCCN3C(=O)C(=O)C1(O2)O)C(C)CC4CCC(C(C4)OC)O)C)C)O)OC)C)C)C)OC. Drug 2: CC1C(C(CC(O1)OC2CC(CC3=C2C(=C4C(=C3O)C(=O)C5=CC=CC=C5C4=O)O)(C(=O)C)O)N)O. Cell line: OVCAR3. Synergy scores: CSS=41.0, Synergy_ZIP=9.33, Synergy_Bliss=10.8, Synergy_Loewe=10.0, Synergy_HSA=10.2. (7) Drug 1: COC1=CC(=CC(=C1O)OC)C2C3C(COC3=O)C(C4=CC5=C(C=C24)OCO5)OC6C(C(C7C(O6)COC(O7)C8=CC=CS8)O)O. Drug 2: C1=NC2=C(N=C(N=C2N1C3C(C(C(O3)CO)O)F)Cl)N. Synergy scores: CSS=17.1, Synergy_ZIP=-14.3, Synergy_Bliss=-6.95, Synergy_Loewe=-7.82, Synergy_HSA=-3.02. Cell line: SF-268.